The task is: Predict the reaction yield, written as a fraction of the theoretical maximum amount of product (1.0 means a 100% yield; for example, 0.34 means a 34% yield).. This data is from Reaction yield outcomes from USPTO patents with 853,638 reactions. (1) The reactants are CO[CH:3]([O:27]C)[CH2:4][N:5]([C:19]([C:21]1[N:22]=[C:23]([CH3:26])[NH:24][CH:25]=1)=[O:20])[CH:6]1[CH2:11][CH2:10][N:9](C(OC(C)(C)C)=O)[CH2:8][CH2:7]1.[ClH:29]. No catalyst specified. The product is [ClH:29].[ClH:29].[OH:27][CH:3]1[N:22]2[C:23]([CH3:26])=[N:24][CH:25]=[C:21]2[C:19](=[O:20])[N:5]([CH:6]2[CH2:7][CH2:8][NH:9][CH2:10][CH2:11]2)[CH2:4]1. The yield is 0.970. (2) The reactants are [CH3:1][O:2][CH2:3][C:4]1[CH:9]=[CH:8][C:7]([C:10]2[CH:15]=[CH:14][N:13]=[C:12](N3CCN(C(NC4(C)C5CCN(CC5)CC4)=O)CC3C(F)(F)F)[N:11]=2)=[CH:6][CH:5]=1.[OH:39][CH2:40][CH:41]1[NH:46][CH2:45][CH2:44][N:43]([C:47]([O:49][C:50]([CH3:53])([CH3:52])[CH3:51])=[O:48])[CH2:42]1. The catalyst is CN(C)C=O. The product is [OH:39][CH2:40][CH:41]1[N:46]([C:12]2[N:11]=[C:10]([C:7]3[CH:8]=[CH:9][C:4]([CH2:3][O:2][CH3:1])=[CH:5][CH:6]=3)[CH:15]=[CH:14][N:13]=2)[CH2:45][CH2:44][N:43]([C:47]([O:49][C:50]([CH3:53])([CH3:52])[CH3:51])=[O:48])[CH2:42]1. The yield is 0.650. (3) The reactants are Cl[C:2]1[CH:7]=[N:6][CH:5]=[C:4]([Cl:8])[N:3]=1.[CH2:9]([NH2:16])[C:10]1[CH:15]=[CH:14][CH:13]=[CH:12][CH:11]=1.C([O-])([O-])=O.[K+].[K+]. The catalyst is C(#N)C.ClCCl. The product is [CH2:9]([NH:16][C:2]1[CH:7]=[N:6][CH:5]=[C:4]([Cl:8])[N:3]=1)[C:10]1[CH:15]=[CH:14][CH:13]=[CH:12][CH:11]=1. The yield is 0.810. (4) The yield is 0.520. No catalyst specified. The reactants are [F:1][C:2]1[CH:7]=[C:6]([I:8])[CH:5]=[CH:4][C:3]=1[NH:9][C:10]1[N:15]([CH3:16])[C:14](=[O:17])[N:13]([CH3:18])[C:12](=[O:19])[C:11]=1[C:20](OC1C=CC=CC=1)=[O:21].Cl.[OH:30][CH:31]1[CH2:34][NH:33][CH2:32]1. The product is [F:1][C:2]1[CH:7]=[C:6]([I:8])[CH:5]=[CH:4][C:3]=1[NH:9][C:10]1[N:15]([CH3:16])[C:14](=[O:17])[N:13]([CH3:18])[C:12](=[O:19])[C:11]=1[C:20]([N:33]1[CH2:34][CH:31]([OH:30])[CH2:32]1)=[O:21]. (5) The reactants are [F:1][C:2]([F:15])([F:14])[S:3](O[S:3]([C:2]([F:15])([F:14])[F:1])(=[O:5])=[O:4])(=[O:5])=[O:4].[CH3:16][O:17][C:18]1[CH:23]=[CH:22][CH:21]=[C:20]([NH2:24])[CH:19]=1.C(N(CC)CC)C.[OH-].[Na+]. The catalyst is C(Cl)Cl.CO. The product is [F:1][C:2]([F:15])([F:14])[S:3]([NH:24][C:20]1[CH:21]=[CH:22][CH:23]=[C:18]([O:17][CH3:16])[CH:19]=1)(=[O:5])=[O:4]. The yield is 0.770. (6) The yield is 0.650. The reactants are [NH2:1][C@@H:2]([CH:52]1[CH2:57][CH2:56][S:55][CH2:54][CH2:53]1)[C:3]([N:5]1[CH2:9][CH2:8][CH2:7][C@H:6]1[C:10]1[NH:11][C:12]([C:15]2[CH:20]=[CH:19][C:18]([C:21]3[CH:22]=[C:23]4[C:28](=[CH:29][CH:30]=3)[CH:27]=[C:26]([C:31]3[NH:35][C:34]([C@@H:36]5[CH2:40][CH2:39][CH2:38][N:37]5[C:41](=[O:51])[C@@H:42]([NH:46][C:47](=[O:50])[O:48][CH3:49])[CH:43]([CH3:45])[CH3:44])=[N:33][CH:32]=3)[CH:25]=[CH:24]4)=[CH:17][CH:16]=2)=[CH:13][N:14]=1)=[O:4].C([O-])([O-])=O.[Na+].[Na+].Cl[C:65]([O:67][CH3:68])=[O:66]. The catalyst is O. The product is [CH3:68][O:67][C:65](=[O:66])[NH:1][C@@H:2]([CH:52]1[CH2:53][CH2:54][S:55][CH2:56][CH2:57]1)[C:3]([N:5]1[CH2:9][CH2:8][CH2:7][C@H:6]1[C:10]1[NH:11][C:12]([C:15]2[CH:20]=[CH:19][C:18]([C:21]3[CH:30]=[CH:29][C:28]4[C:23](=[CH:24][CH:25]=[C:26]([C:31]5[NH:35][C:34]([C@@H:36]6[CH2:40][CH2:39][CH2:38][N:37]6[C:41](=[O:51])[C@@H:42]([NH:46][C:47]([O:48][CH3:49])=[O:50])[CH:43]([CH3:44])[CH3:45])=[N:33][CH:32]=5)[CH:27]=4)[CH:22]=3)=[CH:17][CH:16]=2)=[CH:13][N:14]=1)=[O:4]. (7) The reactants are [Cl:1][C:2]1[CH:24]=[C:23]([Cl:25])[C:22]([C:26]2[CH:31]=[CH:30][CH:29]=[CH:28][N:27]=2)=[CH:21][C:3]=1[C:4]([NH:6][C:7]1[N:11]([C:12]2[CH:17]=[CH:16][CH:15]=[CH:14][CH:13]=2)[N:10]=[C:9]([C:18]([OH:20])=O)[CH:8]=1)=[O:5].[CH3:32][C:33]1[C:37]([NH2:38])=[CH:36][NH:35][N:34]=1.CCN(C(C)C)C(C)C.F[P-](F)(F)(F)(F)F.CN(C(N(C)C)=[N+]1C2C(=NC=CC=2)[N+]([O-])=N1)C. The catalyst is CN(C=O)C. The product is [Cl:1][C:2]1[CH:24]=[C:23]([Cl:25])[C:22]([C:26]2[CH:31]=[CH:30][CH:29]=[CH:28][N:27]=2)=[CH:21][C:3]=1[C:4]([NH:6][C:7]1[N:11]([C:12]2[CH:17]=[CH:16][CH:15]=[CH:14][CH:13]=2)[N:10]=[C:9]([C:18]([NH:38][C:37]2[C:33]([CH3:32])=[N:34][NH:35][CH:36]=2)=[O:20])[CH:8]=1)=[O:5]. The yield is 0.690. (8) The reactants are [CH:1]1([C:7]2[C:15]3[S:14][C:13]([NH2:16])=[N:12][C:11]=3[C:10]([O:17][CH3:18])=[CH:9][CH:8]=2)[CH2:6][CH2:5][CH2:4][CH2:3][CH2:2]1.C(N(C(C)C)C(C)C)C.[F:28][C:29]1[CH:37]=[CH:36][C:32]([C:33](Cl)=[O:34])=[CH:31][CH:30]=1. The catalyst is C1COCC1. The product is [CH:1]1([C:7]2[C:15]3[S:14][C:13]([NH:16][C:33](=[O:34])[C:32]4[CH:36]=[CH:37][C:29]([F:28])=[CH:30][CH:31]=4)=[N:12][C:11]=3[C:10]([O:17][CH3:18])=[CH:9][CH:8]=2)[CH2:2][CH2:3][CH2:4][CH2:5][CH2:6]1. The yield is 0.140.